From a dataset of Experimentally validated miRNA-target interactions with 360,000+ pairs, plus equal number of negative samples. Binary Classification. Given a miRNA mature sequence and a target amino acid sequence, predict their likelihood of interaction. (1) The miRNA is dme-let-7-5p with sequence UGAGGUAGUAGGUUGUAUAGU. The protein sequence of the target gene is MWPPRFPPPRPGMSEETRQSKLAAAKKKLREYQQKNSPGVPAGAKKKKKIKNGHSPERTSASDCQSAENVPTDHTAPAPPSTAAATMFLGVVPSPDADLIQSHDAGNCSNLMEETKTFSSTESLRQLSQQLNGLVSESTSYINGEGLTSSNMKELESRYQELAVALDSSYVTNKQLSSTIEELKQQNQDTLDQLEKEKKDYQQKLAKEQGALREQLQVHIQTIGILVSEKAELQTALAHTQQAARQKAGESEDLASRLQSSRQRVGELERTLSTVSTQQKQADRYNKDLTKERDALKLEL.... Result: 0 (no interaction). (2) The miRNA is hsa-miR-128-1-5p with sequence CGGGGCCGUAGCACUGUCUGAGA. The protein sequence of the target gene is MAGPAAAFRRLGALSGAAALGFASYGAHGAQFPDAYGKELFDKANKHHFLHSLALLGVPHCRKPLWAGLLLASGTTLFCTSFYYQALSGDPSIQTLAPAGGTLLLLGWLALAL. Result: 0 (no interaction). (3) The miRNA is hsa-miR-3691-5p with sequence AGUGGAUGAUGGAGACUCGGUAC. The protein sequence of the target gene is MRGTPLLLVSLFALLQPGDCRLANAEEKLMDDLLNKTRYNNLIRPATSSSQLISIRLELSLSQLISVNEREQIMTTSIWLKQEWTDYRLAWNSSCYEGVNILRIPAKRVWLPDIVLYNNADGTYEVSVYTNVIVRSNGSIQWLPPAIYKSACKIEVKHFPFDQQNCTLKFRSWTYDHTEIDMVLKSPTAIMDDFTPSGEWDIVALPGRRTVNPQDPSYVDVTYDFIIKRKPLFYTINLIIPCVLITSLAILVFYLPSDCGEKMTLCISVLLALTFFLLLISKIVPPTSLDIPLIGKYLLF.... Result: 0 (no interaction). (4) The miRNA is mmu-miR-25-3p with sequence CAUUGCACUUGUCUCGGUCUGA. The protein sequence of the target gene is MEGVSALLARCPTAGLAGGLGVTACAAAGVLLYRIARRMKPTHTMVNCWFCNQDTLVPYGNRNCWDCPHCEQYNGFQENGDYNKPIPAQYLEHLNHVVSSAPSLRDPSQPQQWVSSQVLLCKRCNHHQTTKIKQLAAFAPREEGRYDEEVEVYRHHLEQMYKLCRPCQAAVEYYIKHQNRQLRALLLSHQFKRREADQTHAQNFSSAVKSPVQVILLRALAFLACAFLLTTALYGASGHFAPGTTVPLALPPGGNGSATPDNGTTPGAEGWRQLLGLLPEHMAEKLCEAWAFGQSHQTGV.... Result: 0 (no interaction).